This data is from Catalyst prediction with 721,799 reactions and 888 catalyst types from USPTO. The task is: Predict which catalyst facilitates the given reaction. (1) Reactant: S(Cl)(Cl)=O.BrCC1C=CC(C(O)=O)=CC=1.BrCC1C=CC(C(Cl)=O)=CC=1.[CH3:27][O:28][C:29]1[CH:30]=[C:31]2[C:36](=[CH:37][C:38]=1[O:39][CH3:40])[N:35]=[CH:34][CH:33]=[C:32]2[O:41][C:42]1[CH:48]=[CH:47][C:45]([NH2:46])=[CH:44][CH:43]=1.[Br:49][CH2:50][C:51]1[CH:56]=[CH:55][C:54]([CH2:57][C:58]([N:60]=[C:61]=[S:62])=[O:59])=[CH:53][CH:52]=1. Product: [Br:49][CH2:50][C:51]1[CH:52]=[CH:53][C:54]([CH2:57][C:58]([NH:60][C:61]([NH:46][C:45]2[CH:47]=[CH:48][C:42]([O:41][C:32]3[C:31]4[C:36](=[CH:37][C:38]([O:39][CH3:40])=[C:29]([O:28][CH3:27])[CH:30]=4)[N:35]=[CH:34][CH:33]=3)=[CH:43][CH:44]=2)=[S:62])=[O:59])=[CH:55][CH:56]=1. The catalyst class is: 234. (2) Reactant: [Br:1][C:2]1[C:10]([CH3:11])=[CH:9][CH:8]=[CH:7][C:3]=1[C:4]([OH:6])=[O:5].C([O-])([O-])=O.[K+].[K+].[CH2:18](Cl)[C:19]1[CH:24]=[CH:23][CH:22]=[CH:21][CH:20]=1. Product: [Br:1][C:2]1[C:10]([CH3:11])=[CH:9][CH:8]=[CH:7][C:3]=1[C:4]([O:6][CH2:18][C:19]1[CH:24]=[CH:23][CH:22]=[CH:21][CH:20]=1)=[O:5]. The catalyst class is: 3. (3) Reactant: O[CH2:2][CH2:3][CH2:4][C:5]1[CH:10]=[CH:9][C:8]([OH:11])=[CH:7][C:6]=1[OH:12].C1C=CC(P(C2C=CC=CC=2)C2C=CC=CC=2)=CC=1.C1CCN(C(N=NC(N2CCCCC2)=O)=O)CC1. Product: [O:12]1[C:6]2[C:5](=[CH:10][CH:9]=[C:8]([OH:11])[CH:7]=2)[CH2:4][CH2:3][CH2:2]1. The catalyst class is: 1.